Dataset: Full USPTO retrosynthesis dataset with 1.9M reactions from patents (1976-2016). Task: Predict the reactants needed to synthesize the given product. Given the product [CH3:9][C:8]1[N:4]=[C:3]([S:2][CH3:1])[S:5][C:7]=1[C:11](=[O:13])[CH3:12], predict the reactants needed to synthesize it. The reactants are: [CH3:1][S:2][C:3](=[S:5])[NH2:4].Cl[CH:7]([C:11](=[O:13])[CH3:12])[C:8](=O)[CH3:9].